This data is from Forward reaction prediction with 1.9M reactions from USPTO patents (1976-2016). The task is: Predict the product of the given reaction. (1) Given the reactants [BH4-].[Na+].B(F)(F)F.CCOCC.[Br:12][C:13]1[CH:21]=[CH:20][C:16]([C:17](O)=[O:18])=[CH:15][C:14]=1[F:22], predict the reaction product. The product is: [Br:12][C:13]1[CH:21]=[CH:20][C:16]([CH2:17][OH:18])=[CH:15][C:14]=1[F:22]. (2) Given the reactants [H-].[Na+].[C:3]([O:9][CH3:10])(=[O:8])[CH2:4][C:5]([CH3:7])=[O:6].[CH3:11][N:12]1C(=O)OC(=O)C2=[CH:20][CH:21]=[CH:22][CH:23]=[C:13]12.O.[CH3:25]C(N(C)C)=O, predict the reaction product. The product is: [CH3:25][C:11]1[NH:12][C:13]2[C:7]([C:5](=[O:6])[C:4]=1[C:3]([O:9][CH3:10])=[O:8])=[CH:20][CH:21]=[CH:22][CH:23]=2. (3) Given the reactants [Cl:1][C:2]1[CH:22]=[C:21]([Cl:23])[CH:20]=[CH:19][C:3]=1[CH2:4][N:5]1[C:9]2[CH:10]=[C:11]([C:14]([O:16]CC)=[O:15])[CH:12]=[CH:13][C:8]=2[N:7]=[N:6]1.[OH-].[Na+].C(O)C.Cl, predict the reaction product. The product is: [C:14]([C:11]1[CH:12]=[CH:13][C:8]2[N:7]=[N:6][N:5]([CH2:4][C:3]3[CH:19]=[CH:20][C:21]([Cl:23])=[CH:22][C:2]=3[Cl:1])[C:9]=2[CH:10]=1)([OH:16])=[O:15]. (4) Given the reactants [CH:1]([N:4]1[CH2:9][CH2:8][N:7]([C:10]2[CH:15]=[C:14]([N:16](C)[C:17](=O)C)[CH:13]=[CH:12][N:11]=2)[CH2:6][CH2:5]1)([CH3:3])[CH3:2].[ClH:21], predict the reaction product. The product is: [ClH:21].[CH:1]([N:4]1[CH2:5][CH2:6][N:7]([C:10]2[CH:15]=[C:14]([NH:16][CH3:17])[CH:13]=[CH:12][N:11]=2)[CH2:8][CH2:9]1)([CH3:3])[CH3:2]. (5) Given the reactants C(#N)C.Cl.[CH3:5][O:6][NH2:7].[C:8]1([CH:14]2[O:18][CH:17](O)[CH2:16][CH2:15]2)[CH:13]=[CH:12][CH:11]=[CH:10][CH:9]=1, predict the reaction product. The product is: [CH3:5][O:6][N:7]=[CH:17][CH2:16][CH2:15][CH:14]([C:8]1[CH:13]=[CH:12][CH:11]=[CH:10][CH:9]=1)[OH:18]. (6) Given the reactants [F-].C([N+](CCCC)(CCCC)CCCC)CCC.[Si]([O:26][CH2:27][C@H:28]([O:30][CH2:31][C@H:32]([O:43][C:44]1[N:49]=[CH:48][N:47]=[C:46]2[N:50]([C:53]3[C:58]([Cl:59])=[CH:57][CH:56]=[CH:55][N:54]=3)[N:51]=[CH:52][C:45]=12)[C:33]([NH:35][C:36]1[CH:41]=[CH:40][C:39]([F:42])=[CH:38][N:37]=1)=[O:34])[CH3:29])(C(C)(C)C)(C)C, predict the reaction product. The product is: [Cl:59][C:58]1[C:53]([N:50]2[C:46]3=[N:47][CH:48]=[N:49][C:44]([O:43][C@@H:32]([CH2:31][O:30][C@H:28]([CH3:29])[CH2:27][OH:26])[C:33]([NH:35][C:36]4[CH:41]=[CH:40][C:39]([F:42])=[CH:38][N:37]=4)=[O:34])=[C:45]3[CH:52]=[N:51]2)=[N:54][CH:55]=[CH:56][CH:57]=1. (7) Given the reactants [C:1]([O:5][C:6](=[O:23])[CH2:7][O:8][CH2:9][CH2:10][O:11][CH2:12][CH2:13][O:14][CH2:15][CH2:16][O:17][CH2:18][CH2:19][N:20]=[N+]=[N-])([CH3:4])([CH3:3])[CH3:2], predict the reaction product. The product is: [C:1]([O:5][C:6](=[O:23])[CH2:7][O:8][CH2:9][CH2:10][O:11][CH2:12][CH2:13][O:14][CH2:15][CH2:16][O:17][CH2:18][CH2:19][NH2:20])([CH3:4])([CH3:2])[CH3:3]. (8) Given the reactants B([C:4]1[CH:15]=[C:14]([Cl:16])[CH:13]=[CH:12][C:5]=1[O:6][C@@H:7]([CH3:11])[C:8]([OH:10])=[O:9])(O)O.Br[C:18]1[CH:23]=[CH:22][C:21]([S:24]([N:27]2[CH2:30][CH2:29][CH2:28]2)(=[O:26])=[O:25])=[CH:20][CH:19]=1, predict the reaction product. The product is: [N:27]1([S:24]([C:21]2[CH:20]=[CH:19][C:18]([C:4]3[CH:15]=[C:14]([Cl:16])[CH:13]=[CH:12][C:5]=3[O:6][C@@H:7]([CH3:11])[C:8]([OH:10])=[O:9])=[CH:23][CH:22]=2)(=[O:25])=[O:26])[CH2:28][CH2:29][CH2:30]1. (9) Given the reactants [SH:1][C:2]1[CH:3]=[C:4]([CH:9]=[C:10]([SH:12])[CH:11]=1)[C:5]([O:7][CH3:8])=[O:6].[C:13]([C:17]1[CH:18]=[C:19]([CH:22]=[C:23]([C:25]([CH3:28])([CH3:27])[CH3:26])[CH:24]=1)[CH2:20]Br)([CH3:16])([CH3:15])[CH3:14].C(=O)([O-])[O-].[K+].[K+], predict the reaction product. The product is: [C:13]([C:17]1[CH:18]=[C:19]([CH:22]=[C:23]([C:25]([CH3:28])([CH3:27])[CH3:26])[CH:24]=1)[CH2:20][S:1][C:2]1[CH:3]=[C:4]([CH:9]=[C:10]([S:12][CH2:20][C:19]2[CH:18]=[C:17]([C:13]([CH3:15])([CH3:14])[CH3:16])[CH:24]=[C:23]([C:25]([CH3:28])([CH3:27])[CH3:26])[CH:22]=2)[CH:11]=1)[C:5]([O:7][CH3:8])=[O:6])([CH3:16])([CH3:15])[CH3:14]. (10) Given the reactants [Cl:1][C:2]1[CH:7]=[CH:6][C:5]([F:8])=[CH:4][C:3]=1[CH:9]1[CH2:14][CH2:13][N:12]([C:15]([C:17]2[C:25]3[CH2:24][CH2:23][N:22](C(OC(C)(C)C)=O)[CH2:21][C:20]=3[NH:19][N:18]=2)=[O:16])[CH2:11][CH2:10]1.Cl, predict the reaction product. The product is: [ClH:1].[Cl:1][C:2]1[CH:7]=[CH:6][C:5]([F:8])=[CH:4][C:3]=1[CH:9]1[CH2:14][CH2:13][N:12]([C:15]([C:17]2[C:25]3[CH2:24][CH2:23][NH:22][CH2:21][C:20]=3[NH:19][N:18]=2)=[O:16])[CH2:11][CH2:10]1.